Predict which catalyst facilitates the given reaction. From a dataset of Catalyst prediction with 721,799 reactions and 888 catalyst types from USPTO. (1) Reactant: [CH3:1][C:2]1[C:10]2[NH:9][C:8]3[CH2:11][CH2:12][N:13]4[C@@H:17]([C:7]=3[C:6]=2[CH:5]=[C:4]([CH3:18])[CH:3]=1)[CH2:16][CH2:15][CH2:14]4.[H-].[Na+].[CH:21]1([CH:27]2[CH2:29][O:28]2)[CH2:26][CH2:25][CH2:24][CH2:23][CH2:22]1. Product: [CH:21]1([C@@H:27]([OH:28])[CH2:29][N:9]2[C:10]3[C:2]([CH3:1])=[CH:3][C:4]([CH3:18])=[CH:5][C:6]=3[C:7]3[C@@H:17]4[N:13]([CH2:12][CH2:11][C:8]2=3)[CH2:14][CH2:15][CH2:16]4)[CH2:26][CH2:25][CH2:24][CH2:23][CH2:22]1. The catalyst class is: 3. (2) Reactant: [H-].[Na+].C(OP([CH2:11][C:12]([O:14][CH2:15][CH3:16])=[O:13])(OCC)=O)C.[F:17][C:18]([F:40])([F:39])[O:19][C:20]1[CH:25]=[CH:24][C:23]([N:26]2[CH:30]=[N:29][C:28]([C:31]3[CH:38]=[CH:37][C:34]([CH:35]=O)=[CH:33][CH:32]=3)=[N:27]2)=[CH:22][CH:21]=1. Product: [F:40][C:18]([F:17])([F:39])[O:19][C:20]1[CH:25]=[CH:24][C:23]([N:26]2[CH:30]=[N:29][C:28]([C:31]3[CH:38]=[CH:37][C:34](/[CH:35]=[CH:11]/[C:12]([O:14][CH2:15][CH3:16])=[O:13])=[CH:33][CH:32]=3)=[N:27]2)=[CH:22][CH:21]=1. The catalyst class is: 30. (3) The catalyst class is: 1. Product: [CH3:44][O:45][C:46](=[O:60])[C:47]([C:48]1[C:58]2=[C:59]3[C:54](=[CH:55][CH:56]=[CH:57]2)[CH2:53][CH2:52][CH2:51][N:50]3[CH:49]=1)=[C:32]([C:34]1[C:42]2[C:37](=[CH:38][CH:39]=[CH:40][CH:41]=2)[NH:36][CH:35]=1)[C:31]([O:30][CH3:29])=[O:43]. Reactant: C1(C2C(C3C4C(=CC=CC=4)NC=3)C(=O)NC2=O)C2=C3C(=CC=C2)CCCN3C=1.[CH3:29][O:30][C:31](=[O:43])[C:32]([C:34]1[C:42]2[C:37](=[CH:38][CH:39]=[CH:40][CH:41]=2)[NH:36][CH:35]=1)=O.[CH3:44][O:45][C:46](=[O:60])[CH2:47][C:48]1[C:58]2=[C:59]3[C:54](=[CH:55][CH:56]=[CH:57]2)[CH2:53][CH2:52][CH2:51][N:50]3[CH:49]=1.C([N-]C(C)C)(C)C.[Li+]. (4) Reactant: C[O:2][C:3](=[O:22])[CH2:4][NH:5][C:6](=[O:21])[CH:7]=[C:8]1[C:20]2[CH:19]=[CH:18][CH:17]=[CH:16][C:15]=2[C:14]2[C:9]1=[CH:10][CH:11]=[CH:12][CH:13]=2.CO.[Li+].[OH-].Cl. Product: [CH:10]1[C:9]2[C:8](=[CH:7][C:6]([NH:5][CH2:4][C:3]([OH:22])=[O:2])=[O:21])[C:20]3[C:15](=[CH:16][CH:17]=[CH:18][CH:19]=3)[C:14]=2[CH:13]=[CH:12][CH:11]=1. The catalyst class is: 6. (5) Reactant: [O:1]1[CH2:5][CH2:4][CH2:3][N:2]1[S:6]([NH:9]C(=O)OC(C)(C)C)(=[O:8])=[O:7].C(O)(C(F)(F)F)=O. Product: [O:1]1[CH2:5][CH2:4][CH2:3][N:2]1[S:6]([NH2:9])(=[O:8])=[O:7]. The catalyst class is: 2.